From a dataset of Full USPTO retrosynthesis dataset with 1.9M reactions from patents (1976-2016). Predict the reactants needed to synthesize the given product. (1) Given the product [Cl:1][C:2]1[C:11]([OH:12])=[C:10]([OH:14])[CH:9]=[C:8]2[C:3]=1[CH2:4][CH2:5][NH:6][C:7]2=[O:16], predict the reactants needed to synthesize it. The reactants are: [Cl:1][C:2]1[C:11]([O:12]C)=[C:10]([O:14]C)[CH:9]=[C:8]2[C:3]=1[CH2:4][CH2:5][NH:6][C:7]2=[O:16]. (2) Given the product [CH3:3][N:4]1[CH:11]2[CH:10]([C:15](=[O:16])[CH2:14][CH2:13][CH2:12]2)[CH:9]=[N:5]1, predict the reactants needed to synthesize it. The reactants are: CO.[CH3:3][NH:4][NH2:5].CN([CH:9]=[C:10]1[C:15](=[O:16])[CH2:14][CH2:13][CH2:12][C:11]1=O)C.